This data is from Merck oncology drug combination screen with 23,052 pairs across 39 cell lines. The task is: Regression. Given two drug SMILES strings and cell line genomic features, predict the synergy score measuring deviation from expected non-interaction effect. (1) Drug 1: N#Cc1ccc(Cn2cncc2CN2CCN(c3cccc(Cl)c3)C(=O)C2)cc1. Drug 2: CCC1=CC2CN(C1)Cc1c([nH]c3ccccc13)C(C(=O)OC)(c1cc3c(cc1OC)N(C)C1C(O)(C(=O)OC)C(OC(C)=O)C4(CC)C=CCN5CCC31C54)C2. Cell line: OCUBM. Synergy scores: synergy=4.28. (2) Drug 1: N#Cc1ccc(Cn2cncc2CN2CCN(c3cccc(Cl)c3)C(=O)C2)cc1. Drug 2: Cc1nc(Nc2ncc(C(=O)Nc3c(C)cccc3Cl)s2)cc(N2CCN(CCO)CC2)n1. Cell line: RPMI7951. Synergy scores: synergy=21.6.